From a dataset of Retrosynthesis with 50K atom-mapped reactions and 10 reaction types from USPTO. Predict the reactants needed to synthesize the given product. (1) Given the product CCOC(=O)N=S(C)(=O)c1ccc(Nc2ncc(-c3cccs3)c(N[C@H](C)CO)n2)cc1, predict the reactants needed to synthesize it. The reactants are: CCOC(=O)N=S(C)(=O)c1ccc(N)cc1.C[C@H](CO)Nc1nc(Cl)ncc1-c1cccs1. (2) Given the product Clc1ccc2c(c1CSc1ccc(-c3csc(NCC4CC4)n3)cc1)CCNCC2, predict the reactants needed to synthesize it. The reactants are: CC(C)(C)OC(=O)N1CCc2ccc(Cl)c(CSc3ccc(-c4csc(NCC5CC5)n4)cc3)c2CC1. (3) Given the product Cc1cc(N2CC[C@H](O)C2)c2ccc(OCc3ccc(C#N)cc3)cc2n1, predict the reactants needed to synthesize it. The reactants are: Cc1cc(Cl)c2ccc(OCc3ccc(C#N)cc3)cc2n1.O[C@H]1CCNC1. (4) Given the product CC(C)C[C@H]1CN(CC=Cc2ccccc2)[C@@H](CC(C)C)C(=O)N1, predict the reactants needed to synthesize it. The reactants are: BrCC=Cc1ccccc1.CC(C)C[C@H]1CN[C@@H](CC(C)C)C(=O)N1. (5) Given the product CC(C)(C)OC(=O)N[C@H](Cc1ccccc1)C(=O)O[C@H]1CC[C@H](c2ccc(O[Si](C)(C)C(C)(C)C)cc2O[Si](C)(C)C(C)(C)C)CC1, predict the reactants needed to synthesize it. The reactants are: CC(C)(C)OC(=O)N[C@@H](Cc1ccccc1)C(=O)O.CC(C)(C)[Si](C)(C)Oc1ccc([C@H]2CC[C@H](O)CC2)c(O[Si](C)(C)C(C)(C)C)c1.